From a dataset of Forward reaction prediction with 1.9M reactions from USPTO patents (1976-2016). Predict the product of the given reaction. Given the reactants C(SC1C=C(O)C(=O)NC=1)C1C=CC=CC=1.[Cl:17][C:18]1[CH:35]=[CH:34][CH:33]=[CH:32][C:19]=1[CH2:20][S:21][C:22]1[CH:23]=[C:24]([O:30]C)[C:25]([O:28]C)=[N:26][CH:27]=1, predict the reaction product. The product is: [Cl:17][C:18]1[CH:35]=[CH:34][CH:33]=[CH:32][C:19]=1[CH2:20][S:21][C:22]1[CH:23]=[C:24]([OH:30])[C:25](=[O:28])[NH:26][CH:27]=1.